From a dataset of Full USPTO retrosynthesis dataset with 1.9M reactions from patents (1976-2016). Predict the reactants needed to synthesize the given product. (1) The reactants are: [CH3:1][N:2]1[CH2:7][CH2:6][NH:5][CH2:4][CH2:3]1.Cl[C:9]1[C:14]([N+:15]([O-:17])=[O:16])=[C:13]([NH2:18])[CH:12]=[CH:11][N:10]=1. Given the product [CH3:1][N:2]1[CH2:7][CH2:6][N:5]([C:9]2[C:14]([N+:15]([O-:17])=[O:16])=[C:13]([NH2:18])[CH:12]=[CH:11][N:10]=2)[CH2:4][CH2:3]1, predict the reactants needed to synthesize it. (2) Given the product [CH3:41][O:40][C:38](=[O:39])[CH2:37][O:19][C:12]1[CH:13]=[CH:14][C:15]([O:17][CH3:18])=[C:16]2[C:11]=1[CH2:10][CH2:9][N:8]([CH:20]([CH2:6][C:7]1[CH:16]=[CH:11][CH:10]=[CH:9][N:8]=1)[C:21](=[O:22])[NH2:23])[CH:7]2[CH2:6][C:5]1[CH:31]=[CH:32][C:33]([O:34][CH3:35])=[C:3]([O:2][CH3:1])[CH:4]=1, predict the reactants needed to synthesize it. The reactants are: [CH3:1][O:2][C:3]1[CH:4]=[C:5]([CH:31]=[CH:32][C:33]=1[O:34][CH3:35])[CH2:6][CH:7]1[C:16]2[C:11](=[C:12]([OH:19])[CH:13]=[CH:14][C:15]=2[O:17][CH3:18])[CH2:10][CH2:9][N:8]1[CH2:20][C:21]([NH:23]CC1C=CC=CN=1)=[O:22].Br[CH2:37][C:38]([O:40][CH3:41])=[O:39]. (3) Given the product [C:22]([N:23]=[S:2]([C:3]1[CH:4]=[CH:5][C:6]([CH2:7][N:8]2[C:16](=[O:17])[C:15]3[C:10](=[CH:11][CH:12]=[CH:13][CH:14]=3)[C:9]2=[O:18])=[CH:19][CH:20]=1)[CH3:1])#[N:21], predict the reactants needed to synthesize it. The reactants are: [CH3:1][S:2][C:3]1[CH:20]=[CH:19][C:6]([CH2:7][N:8]2[C:16](=[O:17])[C:15]3[C:10](=[CH:11][CH:12]=[CH:13][CH:14]=3)[C:9]2=[O:18])=[CH:5][CH:4]=1.[N:21]#[C:22][NH2:23].CC(C)([O-])C.[K+].BrN1C(=O)CCC1=O.